Dataset: Reaction yield outcomes from USPTO patents with 853,638 reactions. Task: Predict the reaction yield, written as a fraction of the theoretical maximum amount of product (1.0 means a 100% yield; for example, 0.34 means a 34% yield). (1) The reactants are [CH3:1][C:2]1[C:6]2[C:7](=[O:19])[N:8]([CH2:12][CH2:13][N:14]3[CH2:18][CH2:17][CH2:16][CH2:15]3)[CH2:9][CH2:10][CH2:11][C:5]=2[NH:4][C:3]=1[CH:20]=O.[F:22][C:23]1[CH:24]=[C:25]2[C:29](=[CH:30][C:31]=1[NH:32][C:33](=[O:36])[CH2:34][OH:35])[NH:28][C:27](=[O:37])[CH2:26]2. No catalyst specified. The product is [F:22][C:23]1[CH:24]=[C:25]2[C:29](=[CH:30][C:31]=1[NH:32][C:33](=[O:36])[CH2:34][OH:35])[NH:28][C:27](=[O:37])[C:26]2=[CH:20][C:3]1[NH:4][C:5]2[CH2:11][CH2:10][CH2:9][N:8]([CH2:12][CH2:13][N:14]3[CH2:15][CH2:16][CH2:17][CH2:18]3)[C:7](=[O:19])[C:6]=2[C:2]=1[CH3:1]. The yield is 0.760. (2) The reactants are [Si](OCCS[C@H:12]1[C@@H:17]([CH3:18])[CH2:16][C@@H:15]([C:19]2[CH:24]=[CH:23][N:22]=[CH:21][C:20]=2[NH:25][C:26](=[O:42])[C:27]2[CH:32]=[CH:31][C:30]([F:33])=[C:29]([C:34]3[C:39]([F:40])=[CH:38][CH:37]=[CH:36][C:35]=3[F:41])[N:28]=2)[CH2:14][C@H:13]1[NH:43]C(=O)OC(C)(C)C)(C(C)(C)C)(C)C.O[O:52][S:53]([O-:55])=O.[K+].[C:57](O)([C:59](F)(F)F)=[O:58].C(Cl)Cl. The catalyst is C1COCC1.O.CCOC(C)=O. The product is [NH2:43][C@H:13]1[C@@H:12]([S:53]([CH2:59][CH2:57][OH:58])(=[O:55])=[O:52])[C@@H:17]([CH3:18])[CH2:16][C@@H:15]([C:19]2[CH:24]=[CH:23][N:22]=[CH:21][C:20]=2[NH:25][C:26](=[O:42])[C:27]2[CH:32]=[CH:31][C:30]([F:33])=[C:29]([C:34]3[C:35]([F:41])=[CH:36][CH:37]=[CH:38][C:39]=3[F:40])[N:28]=2)[CH2:14]1. The yield is 0.440.